Dataset: Catalyst prediction with 721,799 reactions and 888 catalyst types from USPTO. Task: Predict which catalyst facilitates the given reaction. (1) Reactant: [CH3:1][O:2][C:3](=[O:14])[CH2:4][CH2:5][C:6]1[CH:11]=[CH:10][C:9]([OH:12])=[CH:8][C:7]=1[CH3:13].[C:15]([C:23]1[CH:38]=[C:37]([CH2:39][CH3:40])[CH:36]=[CH:35][C:24]=1[O:25][CH2:26][CH:27]([CH3:34])[CH2:28]OS(C)(=O)=O)(=[O:22])[C:16]1[CH:21]=[CH:20][CH:19]=[CH:18][CH:17]=1.C(=O)([O-])[O-].[Cs+].[Cs+].Cl. Product: [CH3:1][O:2][C:3](=[O:14])[CH2:4][CH2:5][C:6]1[CH:11]=[CH:10][C:9]([O:12][CH2:34][CH:27]([CH3:28])[CH2:26][O:25][C:24]2[CH:35]=[CH:36][C:37]([CH2:39][CH3:40])=[CH:38][C:23]=2[C:15](=[O:22])[C:16]2[CH:21]=[CH:20][CH:19]=[CH:18][CH:17]=2)=[CH:8][C:7]=1[CH3:13]. The catalyst class is: 215. (2) Reactant: [F:1][C:2]([F:13])([F:12])[C:3]1[CH:4]=[C:5](B(O)O)[CH:6]=[CH:7][CH:8]=1.C(=O)([O-])[O-].[K+].[K+].[Cl:20][C:21]1[N:33]=[C:32](Cl)[C:31]([F:35])=[CH:30][C:22]=1[C:23]([O:25][C:26]([CH3:29])([CH3:28])[CH3:27])=[O:24].C1(C)C=CC=CC=1P(C1C=CC=CC=1C)C1C=CC=CC=1C. Product: [Cl:20][C:21]1[N:33]=[C:32]([C:5]2[CH:6]=[CH:7][CH:8]=[C:3]([C:2]([F:13])([F:12])[F:1])[CH:4]=2)[C:31]([F:35])=[CH:30][C:22]=1[C:23]([O:25][C:26]([CH3:29])([CH3:28])[CH3:27])=[O:24]. The catalyst class is: 184. (3) Reactant: Cl.[NH2:2][CH2:3][CH2:4][C:5]([O:7][CH2:8][CH3:9])=[O:6].C(N(CC)CC)C.FC(F)(F)S(O[Si:23]([CH3:26])([CH3:25])[CH3:24])(=O)=O. Product: [CH3:24][Si:23]([N:2]([Si:23]([CH3:26])([CH3:25])[CH3:24])[CH2:3][CH2:4][C:5]([O:7][CH2:8][CH3:9])=[O:6])([CH3:26])[CH3:25]. The catalyst class is: 11. (4) Reactant: B(Br)(Br)Br.C[O:6][CH:7]1[CH2:12][N:11]2[CH:13]=[CH:14][N:15]=[C:10]2[CH2:9][CH2:8]1.O. The catalyst class is: 4. Product: [N:15]1[CH:14]=[CH:13][N:11]2[CH2:12][CH:7]([OH:6])[CH2:8][CH2:9][C:10]=12.